This data is from Catalyst prediction with 721,799 reactions and 888 catalyst types from USPTO. The task is: Predict which catalyst facilitates the given reaction. (1) Reactant: Cl[CH:2]([C:5]1[N:6]([C:15]2[CH:20]=[CH:19][CH:18]=[CH:17][CH:16]=2)[C:7](=[O:14])[C:8]2[S:13][CH:12]=[CH:11][C:9]=2[N:10]=1)[CH2:3][CH3:4].[NH3:21]. Product: [NH2:21][CH:2]([C:5]1[N:6]([C:15]2[CH:20]=[CH:19][CH:18]=[CH:17][CH:16]=2)[C:7](=[O:14])[C:8]2[S:13][CH:12]=[CH:11][C:9]=2[N:10]=1)[CH2:3][CH3:4]. The catalyst class is: 5. (2) Product: [F:18][C:19]([F:30])([F:29])[C:20]1[CH:25]=[CH:24][CH:23]=[CH:22][C:21]=1[C:2]1[CH:7]=[CH:6][CH:5]=[C:4]([C:8]2[S:9][CH:10]=[C:11]([C:13]([O:15][CH2:16][CH3:17])=[O:14])[N:12]=2)[CH:3]=1. The catalyst class is: 741. Reactant: Br[C:2]1[CH:3]=[C:4]([C:8]2[S:9][CH:10]=[C:11]([C:13]([O:15][CH2:16][CH3:17])=[O:14])[N:12]=2)[CH:5]=[CH:6][CH:7]=1.[F:18][C:19]([F:30])([F:29])[C:20]1[CH:25]=[CH:24][CH:23]=[CH:22][C:21]=1B(O)O.C(=O)([O-])[O-].[K+].[K+]. (3) Reactant: [Br:1][C:2]1[CH:3]=[C:4]([CH:7]=[CH:8][C:9]=1[OH:10])[CH:5]=[O:6].C([O-])([O-])=O.[Cs+].[Cs+].Cl[C:18]([F:23])([F:22])C([O-])=O.[Na+]. Product: [Br:1][C:2]1[CH:3]=[C:4]([CH:7]=[CH:8][C:9]=1[O:10][CH:18]([F:23])[F:22])[CH:5]=[O:6]. The catalyst class is: 3. (4) Reactant: [Br:1][C:2]1[N:3]=[C:4](Br)[C:5]2[N:6]([CH:8]=[CH:9][N:10]=2)[CH:7]=1.[CH3:12][C:13]1[NH:17][N:16]=[C:15]([NH2:18])[CH:14]=1. Product: [Br:1][C:2]1[N:3]=[C:4]([NH:18][C:15]2[CH:14]=[C:13]([CH3:12])[NH:17][N:16]=2)[C:5]2[N:6]([CH:8]=[CH:9][N:10]=2)[CH:7]=1. The catalyst class is: 14. (5) Product: [Cl:1][C:2]1[CH:3]=[C:4]([NH:19][S:20]([C:23]2[CH:24]=[N:25][C:26]([Cl:29])=[CH:27][CH:28]=2)(=[O:22])=[O:21])[CH:5]=[CH:6][C:7]=1[S:8]([C:9]1[CH:18]=[CH:17][C:16]2[C:11](=[CH:12][CH:13]=[CH:14][CH:15]=2)[CH:10]=1)=[O:35]. Reactant: [Cl:1][C:2]1[CH:3]=[C:4]([NH:19][S:20]([C:23]2[CH:24]=[N:25][C:26]([Cl:29])=[CH:27][CH:28]=2)(=[O:22])=[O:21])[CH:5]=[CH:6][C:7]=1[S:8][C:9]1[CH:18]=[CH:17][C:16]2[C:11](=[CH:12][CH:13]=[CH:14][CH:15]=2)[CH:10]=1.ClC1C=C(C=CC=1)C(OO)=[O:35]. The catalyst class is: 91. (6) Reactant: Br[C:2]1[CH:9]=[CH:8][C:5]([C:6]#[N:7])=[C:4]([O:10][CH3:11])[CH:3]=1.C([O:15][B:16](OC(C)C)[O:17]C(C)C)(C)C.C([Li])CCC.Cl. Product: [C:6]([C:5]1[CH:8]=[CH:9][C:2]([B:16]([OH:17])[OH:15])=[CH:3][C:4]=1[O:10][CH3:11])#[N:7]. The catalyst class is: 90.